From a dataset of Forward reaction prediction with 1.9M reactions from USPTO patents (1976-2016). Predict the product of the given reaction. (1) The product is: [C:1]([O:5][C:6]([NH:8][C@@:9]1([C:38]([O:40][C:41]([CH3:44])([CH3:43])[CH3:42])=[O:39])[C@H:14]([O:15][CH2:16][C:17]2[CH:22]=[CH:21][C:20]([Cl:23])=[C:19]([Cl:24])[CH:18]=2)[C@@H:13]([S:25][C:26]2[N:30]=[CH:29][N:28]([CH3:45])[N:27]=2)[C@@H:12]2[C@H:10]1[C@H:11]2[C:31]([O:33][C:34]([CH3:35])([CH3:37])[CH3:36])=[O:32])=[O:7])([CH3:4])([CH3:2])[CH3:3]. Given the reactants [C:1]([O:5][C:6]([NH:8][C@@:9]1([C:38]([O:40][C:41]([CH3:44])([CH3:43])[CH3:42])=[O:39])[C@H:14]([O:15][CH2:16][C:17]2[CH:22]=[CH:21][C:20]([Cl:23])=[C:19]([Cl:24])[CH:18]=2)[C@@H:13]([S:25][C:26]2[N:30]=[CH:29][NH:28][N:27]=2)[C@@H:12]2[C@H:10]1[C@H:11]2[C:31]([O:33][C:34]([CH3:37])([CH3:36])[CH3:35])=[O:32])=[O:7])([CH3:4])([CH3:3])[CH3:2].[CH3:45]C(C)([O-])C.[K+].CI.Cl, predict the reaction product. (2) Given the reactants [H-].[H-].[H-].[H-].[Li+].[Al+3].C(O[C:12]([N:14]1[CH2:19][CH2:18][C:17]2[C:20]([C:23]([F:26])([F:25])[F:24])=[N:21][NH:22][C:16]=2[CH2:15]1)=O)(C)(C)C, predict the reaction product. The product is: [CH3:12][N:14]1[CH2:19][CH2:18][C:17]2[C:20]([C:23]([F:26])([F:24])[F:25])=[N:21][NH:22][C:16]=2[CH2:15]1. (3) The product is: [CH3:29][S:28][C:25]1[CH:26]=[CH:27][C:22]([N:16]2[CH2:15][CH2:14][N:13]([C:8]3[C:9]([CH3:12])=[C:10]([CH3:11])[C:4]4[O:3][C:2]([CH3:20])([CH3:1])[CH2:6][C:5]=4[C:7]=3[CH3:19])[CH2:18][CH2:17]2)=[CH:23][CH:24]=1. Given the reactants [CH3:1][C:2]1([CH3:20])[CH2:6][C:5]2[C:7]([CH3:19])=[C:8]([N:13]3[CH2:18][CH2:17][NH:16][CH2:15][CH2:14]3)[C:9]([CH3:12])=[C:10]([CH3:11])[C:4]=2[O:3]1.Br[C:22]1[CH:27]=[CH:26][C:25]([S:28][CH3:29])=[CH:24][CH:23]=1, predict the reaction product. (4) Given the reactants C([O:3][C:4]([CH:6]1[CH:11]2[CH2:12][O:13][CH2:14][C:15](=O)[N:10]2[CH2:9][CH2:8][CH2:7]1)=O)C.[H-].[H-].[H-].[H-].[Li+].[Al+3].O.[OH-].[Na+], predict the reaction product. The product is: [CH2:12]1[CH:11]2[CH:6]([CH2:4][OH:3])[CH2:7][CH2:8][CH2:9][N:10]2[CH2:15][CH2:14][O:13]1. (5) Given the reactants [Cl:1][C:2]1[CH:7]=[CH:6][C:5]([S:8]([N:11]([CH2:17][CH3:18])[C:12](=[CH2:16])[C:13]([OH:15])=O)(=[O:10])=[O:9])=[CH:4][CH:3]=1.CCOC(OC(OCC)=O)=O.[F:30][C:31]([F:48])([F:47])[O:32][C:33]1[CH:38]=[CH:37][C:36]([C:39]2[CH:44]=[C:43]([CH2:45][NH2:46])[CH:42]=[CH:41][N:40]=2)=[CH:35][CH:34]=1, predict the reaction product. The product is: [Cl:1][C:2]1[CH:3]=[CH:4][C:5]([S:8]([N:11]([CH2:17][CH3:18])[C:12](=[CH2:16])[C:13]([NH:46][CH2:45][C:43]2[CH:42]=[CH:41][N:40]=[C:39]([C:36]3[CH:35]=[CH:34][C:33]([O:32][C:31]([F:48])([F:30])[F:47])=[CH:38][CH:37]=3)[CH:44]=2)=[O:15])(=[O:9])=[O:10])=[CH:6][CH:7]=1. (6) Given the reactants [N:1]1([C:5]([C:7]2[N:8]=[N:9][C:10](Cl)=[CH:11][CH:12]=2)=[O:6])[CH2:4][CH2:3][CH2:2]1.[OH:14][C:15]1[CH:16]=[C:17]([CH:27]=[C:28]([O:30][C@@H:31]([CH3:35])[CH2:32][O:33][CH3:34])[CH:29]=1)[C:18]([NH:20][C:21]1[CH:25]=[CH:24][N:23]([CH3:26])[N:22]=1)=[O:19].C(=O)([O-])[O-].[K+].[K+], predict the reaction product. The product is: [N:1]1([C:5]([C:7]2[N:8]=[N:9][C:10]([O:14][C:15]3[CH:16]=[C:17]([CH:27]=[C:28]([O:30][C@@H:31]([CH3:35])[CH2:32][O:33][CH3:34])[CH:29]=3)[C:18]([NH:20][C:21]3[CH:25]=[CH:24][N:23]([CH3:26])[N:22]=3)=[O:19])=[CH:11][CH:12]=2)=[O:6])[CH2:4][CH2:3][CH2:2]1.